This data is from Reaction yield outcomes from USPTO patents with 853,638 reactions. The task is: Predict the reaction yield, written as a fraction of the theoretical maximum amount of product (1.0 means a 100% yield; for example, 0.34 means a 34% yield). The reactants are [CH3:1][C:2]1[N:11]=[CH:10][CH:9]=[CH:8][C:3]=1[C:4](OC)=[O:5].[H-].[Al+3].[Li+].[H-].[H-].[H-].C(OCC)(=O)C. The catalyst is C1COCC1. The product is [CH3:1][C:2]1[N:11]=[CH:10][CH:9]=[CH:8][C:3]=1[CH:4]=[O:5]. The yield is 0.750.